Dataset: Forward reaction prediction with 1.9M reactions from USPTO patents (1976-2016). Task: Predict the product of the given reaction. (1) Given the reactants [CH2:1]([O:5][C:6]1[CH:14]=[CH:13][C:12]([S:15]([CH3:18])(=[O:17])=[O:16])=[CH:11][C:7]=1[C:8]([OH:10])=O)[CH:2]([CH3:4])[CH3:3].Cl.[CH3:20][S:21]([C:24]1[S:28][C:27]([N:29]2[CH2:34][CH2:33][NH:32][CH2:31][CH2:30]2)=[N:26][CH:25]=1)(=[O:23])=[O:22], predict the reaction product. The product is: [CH2:1]([O:5][C:6]1[CH:14]=[CH:13][C:12]([S:15]([CH3:18])(=[O:17])=[O:16])=[CH:11][C:7]=1[C:8]([N:32]1[CH2:33][CH2:34][N:29]([C:27]2[S:28][C:24]([S:21]([CH3:20])(=[O:23])=[O:22])=[CH:25][N:26]=2)[CH2:30][CH2:31]1)=[O:10])[CH:2]([CH3:3])[CH3:4]. (2) Given the reactants [NH:1]([C:3]1[CH:12]=[CH:11][CH:10]=[C:9]2[C:4]=1[CH:5]=[CH:6][CH:7]=[N:8]2)[NH2:2].C[C:14]1([C:22]([OH:24])=O)[CH2:19][CH2:18][CH2:17][C:16](C)(C)[CH2:15]1, predict the reaction product. The product is: [C:3]1([CH:19]2[CH2:18][CH2:17][CH2:16][CH2:15][CH:14]2[C:22]([NH:2][NH:1][C:3]2[CH:12]=[CH:11][CH:10]=[C:9]3[C:4]=2[CH:5]=[CH:6][CH:7]=[N:8]3)=[O:24])[CH:12]=[CH:11][CH:10]=[CH:9][CH:4]=1. (3) Given the reactants Cl.[C:2]([NH2:10])(=[NH:9])[C:3]1[CH:8]=[CH:7][CH:6]=[CH:5][CH:4]=1.[Cl:11][C:12]([SH:15])(Cl)Cl.[OH-].[Na+], predict the reaction product. The product is: [Cl:11][C:12]1[S:15][N:10]=[C:2]([C:3]2[CH:8]=[CH:7][CH:6]=[CH:5][CH:4]=2)[N:9]=1. (4) The product is: [C:17]([NH:16][CH:12]([CH:13]([CH3:15])[CH3:14])[C:11]([CH:10]1[N:9]=[C:8]([C:21]([CH3:23])([CH3:24])[CH3:22])[S:7][N:6]1[C:4]([OH:5])=[O:3])=[O:20])(=[O:19])[CH3:18]. Given the reactants C([O:3][C:4]([N:6]1[CH:10]([C:11](=[O:20])[CH:12]([NH:16][C:17](=[O:19])[CH3:18])[CH:13]([CH3:15])[CH3:14])[N:9]=[C:8]([C:21]([CH3:24])([CH3:23])[CH3:22])[S:7]1)=[O:5])C.[OH-].[Na+], predict the reaction product. (5) The product is: [O:36]1[CH:37]=[CH:5][CH:4]=[C:3]1[C:6]1[CH:7]=[CH:8][C:9]2[N:10]([CH:12]=[C:13]([C:15]([O:17][CH2:33][CH3:35])=[O:16])[N:14]=2)[CH:11]=1. Given the reactants N1[CH:5]=[CH:4][C:3]([C:6]2[CH:7]=[CH:8][C:9]3[N:10]([CH:12]=[C:13]([C:15]([OH:17])=[O:16])[N:14]=3)[CH:11]=2)=C1.C([Si]([CH:33]([CH3:35])C)(C(C)C)N1C=CC(B(O)O)=C1)(C)C.[O:36]1C=CC=[C:37]1B(O)O, predict the reaction product.